Predict the reactants needed to synthesize the given product. From a dataset of Full USPTO retrosynthesis dataset with 1.9M reactions from patents (1976-2016). (1) Given the product [CH:24]1([CH2:23][C@H:22]([C:29]2[CH:34]=[CH:33][C:32]([S:35]([CH3:38])(=[O:36])=[O:37])=[C:31]([CH3:49])[CH:30]=2)[C:21]([NH:20][C:17]2[CH:18]=[CH:19][N:15]([CH2:14][C@@H:42]([OH:46])[CH2:43][OH:44])[N:16]=2)=[O:40])[CH2:25][CH2:26][CH2:27][CH2:28]1, predict the reactants needed to synthesize it. The reactants are: C(OC(=O)NC1C=CC=C([CH2:14][N:15]2[CH:19]=[CH:18][C:17]([NH:20][C:21](=[O:40])[C@@H:22]([C:29]3[CH:34]=[CH:33][C:32]([S:35]([CH3:38])(=[O:37])=[O:36])=[C:31](Cl)[CH:30]=3)[CH2:23][CH:24]3[CH2:28][CH2:27][CH2:26][CH2:25]3)=[N:16]2)C=1)(C)(C)C.[C:42](Cl)(=[O:46])[C:43](Cl)=[O:44].N1C(C)=CC=C[C:49]=1C. (2) Given the product [CH3:29][O:30][C:31](=[O:45])[C:32]1[CH:37]=[CH:36][C:35]([NH:38][CH:39]([CH2:40][CH3:41])[CH2:42][CH3:43])=[C:34]([NH:44][C:7](=[O:9])[CH2:6][N:1]2[CH:5]=[CH:4][CH:3]=[N:2]2)[CH:33]=1, predict the reactants needed to synthesize it. The reactants are: [N:1]1([CH2:6][C:7]([OH:9])=O)[CH:5]=[CH:4][CH:3]=[N:2]1.C1C=NC2N(O)N=NC=2C=1.CCN(C(C)C)C(C)C.[CH3:29][O:30][C:31](=[O:45])[C:32]1[CH:37]=[CH:36][C:35]([NH:38][CH:39]([CH2:42][CH3:43])[CH2:40][CH3:41])=[C:34]([NH2:44])[CH:33]=1.